From a dataset of Forward reaction prediction with 1.9M reactions from USPTO patents (1976-2016). Predict the product of the given reaction. (1) Given the reactants [CH2:1]([O:3][C:4]([C:6]1[C:15](=[O:16])[C:14]2[C:9](=[C:10]([C:19]#[C:20][CH2:21][C@@H:22]3[C@@H:26]([NH:27][C:28]([O:30][C:31]([CH3:34])([CH3:33])[CH3:32])=[O:29])[CH2:25][CH2:24][N:23]3[C:35]([O:37][C:38]([CH3:41])([CH3:40])[CH3:39])=[O:36])[C:11]([F:18])=[C:12]([F:17])[CH:13]=2)[N:8]([CH:42]2[CH2:44][CH2:43]2)[CH:7]=1)=[O:5])[CH3:2].N1C2C(=CC=CC=2)C=CC=1.C(N(CC)CC)C, predict the reaction product. The product is: [CH2:1]([O:3][C:4]([C:6]1[C:15](=[O:16])[C:14]2[C:9](=[C:10](/[CH:19]=[CH:20]\[CH2:21][C@@H:22]3[C@@H:26]([NH:27][C:28]([O:30][C:31]([CH3:34])([CH3:33])[CH3:32])=[O:29])[CH2:25][CH2:24][N:23]3[C:35]([O:37][C:38]([CH3:41])([CH3:40])[CH3:39])=[O:36])[C:11]([F:18])=[C:12]([F:17])[CH:13]=2)[N:8]([CH:42]2[CH2:43][CH2:44]2)[CH:7]=1)=[O:5])[CH3:2]. (2) Given the reactants Br[CH2:2][C:3]([C:5]1[CH:10]=[CH:9][CH:8]=[CH:7][N:6]=1)=O.[Br:11][C:12]1[CH:13]=[N:14][C:15]([NH:18][C:19]([NH2:21])=[S:20])=[N:16][CH:17]=1, predict the reaction product. The product is: [Br:11][C:12]1[CH:13]=[N:14][C:15]([NH:18][C:19]2[S:20][CH:2]=[C:3]([C:5]3[CH:10]=[CH:9][CH:8]=[CH:7][N:6]=3)[N:21]=2)=[N:16][CH:17]=1. (3) The product is: [C:1]1([CH:7]([CH:9]=[CH:10][CH2:11][CH2:12][CH2:13][CH2:14][CH2:15][CH2:16][CH2:17][CH2:18][CH2:19][CH2:20][CH2:21][CH3:22])[CH3:8])[CH:6]=[CH:5][CH:4]=[CH:3][CH:2]=1. Given the reactants [C:1]1([CH:7](/[CH:9]=[CH:10]\[CH2:11][CH2:12][CH2:13][CH2:14][CH2:15][CH2:16][CH2:17][CH2:18][CH2:19][CH2:20][CH2:21][CH3:22])[CH3:8])[CH:6]=[CH:5][CH:4]=[CH:3][CH:2]=1.C1(C(/C=C/CCCCCCCCCCCC)C)C=CC=CC=1, predict the reaction product. (4) Given the reactants [C:1](=[O:4])([O-])[O-].[K+].[K+].C1O[CH2:23][CH2:22]OCCOCCOCCOCCOC1.CI.[C:27]([C:29]1[C@@H:34]([C:35]2[CH:40]=[CH:39][C:38]([C:41]#[N:42])=[CH:37][CH:36]=2)[N:33]2[N:43]=[C:44](NC(=O)OCC3C=CC=CC=3)[N:45]=[C:32]2[N:31]([C:57]2[CH:62]=[CH:61][CH:60]=[C:59]([C:63]([F:66])([F:65])[F:64])[CH:58]=2)[C:30]=1[CH3:67])#[N:28].C[N:69]([CH:71]=[O:72])[CH3:70], predict the reaction product. The product is: [C:27]([C:29]1[C@@H:34]([C:35]2[CH:40]=[CH:39][C:38]([C:41]#[N:42])=[CH:37][CH:36]=2)[N:33]2[N:43]=[C:44]([CH2:70][NH:69][C:71](=[O:72])[O:4][CH2:1][C:23]3[CH:22]=[CH:67][CH:30]=[CH:29][CH:27]=3)[N:45]=[C:32]2[N:31]([C:57]2[CH:62]=[CH:61][CH:60]=[C:59]([C:63]([F:64])([F:65])[F:66])[CH:58]=2)[C:30]=1[CH3:67])#[N:28].